Dataset: Catalyst prediction with 721,799 reactions and 888 catalyst types from USPTO. Task: Predict which catalyst facilitates the given reaction. (1) Reactant: [CH3:1][N:2]1[C:10](=[O:11])[C:9]2[N:8](COCC[Si](C)(C)C)[C:7]([S:20][CH2:21][C:22]([NH:24][CH:25]([CH2:28][CH3:29])[CH:26]=[O:27])=O)=[N:6][C:5]=2[N:4]([CH3:30])[C:3]1=[O:31].CS(O)(=O)=O.O=P12OP3(OP(OP(O3)(O1)=O)(=O)O2)=O. Product: [CH2:28]([C:25]1[N:24]=[C:22]([CH2:21][S:20][C:7]2[NH:8][C:9]3[C:10](=[O:11])[N:2]([CH3:1])[C:3](=[O:31])[N:4]([CH3:30])[C:5]=3[N:6]=2)[O:27][CH:26]=1)[CH3:29]. The catalyst class is: 84. (2) Reactant: [Cl:1][C:2]1[CH:3]=[C:4]([N:14]([CH3:21])[CH:15]2[CH2:20][CH2:19][O:18][CH2:17][CH2:16]2)[C:5]([CH2:12][CH3:13])=[C:6]([CH:11]=1)[C:7]([O:9]C)=[O:8].[OH-].[Na+].CO.Cl. Product: [Cl:1][C:2]1[CH:3]=[C:4]([N:14]([CH3:21])[CH:15]2[CH2:20][CH2:19][O:18][CH2:17][CH2:16]2)[C:5]([CH2:12][CH3:13])=[C:6]([CH:11]=1)[C:7]([OH:9])=[O:8]. The catalyst class is: 1.